From a dataset of NCI-60 drug combinations with 297,098 pairs across 59 cell lines. Regression. Given two drug SMILES strings and cell line genomic features, predict the synergy score measuring deviation from expected non-interaction effect. (1) Synergy scores: CSS=17.2, Synergy_ZIP=-1.00, Synergy_Bliss=1.19, Synergy_Loewe=-11.0, Synergy_HSA=0.405. Drug 1: CC1C(C(=O)NC(C(=O)N2CCCC2C(=O)N(CC(=O)N(C(C(=O)O1)C(C)C)C)C)C(C)C)NC(=O)C3=C4C(=C(C=C3)C)OC5=C(C(=O)C(=C(C5=N4)C(=O)NC6C(OC(=O)C(N(C(=O)CN(C(=O)C7CCCN7C(=O)C(NC6=O)C(C)C)C)C)C(C)C)C)N)C. Drug 2: C1C(C(OC1N2C=NC3=C2NC=NCC3O)CO)O. Cell line: SF-268. (2) Drug 1: CNC(=O)C1=NC=CC(=C1)OC2=CC=C(C=C2)NC(=O)NC3=CC(=C(C=C3)Cl)C(F)(F)F. Drug 2: C1CC(=O)NC(=O)C1N2C(=O)C3=CC=CC=C3C2=O. Cell line: MDA-MB-435. Synergy scores: CSS=9.22, Synergy_ZIP=1.42, Synergy_Bliss=1.97, Synergy_Loewe=3.68, Synergy_HSA=1.13.